Dataset: Reaction yield outcomes from USPTO patents with 853,638 reactions. Task: Predict the reaction yield, written as a fraction of the theoretical maximum amount of product (1.0 means a 100% yield; for example, 0.34 means a 34% yield). (1) The reactants are Cl.Cl.[CH3:3][Si:4]([CH3:31])([CH3:30])[CH2:5][CH2:6][O:7][CH2:8][N:9]1[C:13]2[N:14]=[CH:15][N:16]=[C:17]([C:18]3[CH:19]=[N:20][N:21]([C:23]4([CH2:27][C:28]#[N:29])[CH2:26][NH:25][CH2:24]4)[CH:22]=3)[C:12]=2[CH:11]=[CH:10]1.[OH:32][CH2:33][CH2:34][C:35]1[N:40]=[C:39]([C:41]([F:44])([F:43])[F:42])[N:38]=[C:37]([O:45][CH:46]2[CH2:51][CH2:50][C:49](=O)[CH2:48][CH2:47]2)[CH:36]=1.C(O[BH-](OC(=O)C)OC(=O)C)(=O)C.[Na+]. The catalyst is O1CCCC1. The yield is 0.370. The product is [OH:32][CH2:33][CH2:34][C:35]1[N:40]=[C:39]([C:41]([F:44])([F:42])[F:43])[N:38]=[C:37]([O:45][CH:46]2[CH2:51][CH2:50][CH:49]([N:25]3[CH2:24][C:23]([CH2:27][C:28]#[N:29])([N:21]4[CH:22]=[C:18]([C:17]5[C:12]6[CH:11]=[CH:10][N:9]([CH2:8][O:7][CH2:6][CH2:5][Si:4]([CH3:30])([CH3:3])[CH3:31])[C:13]=6[N:14]=[CH:15][N:16]=5)[CH:19]=[N:20]4)[CH2:26]3)[CH2:48][CH2:47]2)[CH:36]=1. (2) The reactants are [NH:1]1[C:9]2[C:4](=[CH:5][CH:6]=[CH:7][CH:8]=2)[CH2:3][CH2:2]1.[CH2:10]1[O:13][C@H:11]1[CH3:12]. The catalyst is C(O)C. The product is [OH:13][CH:11]([CH3:12])[CH2:10][N:1]1[C:9]2[C:4](=[CH:5][CH:6]=[CH:7][CH:8]=2)[CH2:3][CH2:2]1. The yield is 0.630. (3) The reactants are [Cl-].[CH2:2]([C@H:7]1[C@H:15]([CH3:16])[O:14][C:13](=[O:17])[C@@H:12]([NH3+:18])[CH2:11][O:10][CH2:9][C@@H:8]1[O:19][CH2:20][CH2:21][CH3:22])[CH2:3][CH:4]([CH3:6])[CH3:5].C1CN([P+](ON2N=NC3C=CC=CC2=3)(N2CCCC2)N2CCCC2)CC1.F[P-](F)(F)(F)(F)F.[OH:56][C:57]1[C:58]([C:65](O)=[O:66])=[N:59][CH:60]=[CH:61][C:62]=1[O:63][CH3:64].C(N(C(C)C)C(C)C)C. The catalyst is C(Cl)Cl. The product is [OH:56][C:57]1[C:58]([C:65]([NH:18][C@H:12]2[CH2:11][O:10][CH2:9][C@H:8]([O:19][CH2:20][CH2:21][CH3:22])[C@@H:7]([CH2:2][CH2:3][CH:4]([CH3:6])[CH3:5])[C@H:15]([CH3:16])[O:14][C:13]2=[O:17])=[O:66])=[N:59][CH:60]=[CH:61][C:62]=1[O:63][CH3:64]. The yield is 0.710. (4) The reactants are Br[C:2]1[C:3]2[N:4]([CH:8]=[CH:9][N:10]=2)[CH:5]=[CH:6][CH:7]=1.[Cl:11][C:12]1[CH:13]=[C:14]([CH:16]=[CH:17][CH:18]=1)[NH2:15].CC(C)([O-])C.[Na+]. The catalyst is C1(C)C=CC=CC=1.C(OCC)(=O)C.O.C1C=CC(/C=C/C(/C=C/C2C=CC=CC=2)=O)=CC=1.C1C=CC(/C=C/C(/C=C/C2C=CC=CC=2)=O)=CC=1.C1C=CC(/C=C/C(/C=C/C2C=CC=CC=2)=O)=CC=1.[Pd].[Pd].C1(P(C2C=CC=CC=2)C2C=CC3C(=CC=CC=3)C=2C2C3C(=CC=CC=3)C=CC=2P(C2C=CC=CC=2)C2C=CC=CC=2)C=CC=CC=1. The product is [Cl:11][C:12]1[CH:13]=[C:14]([NH:15][C:2]2[C:3]3[N:4]([CH:8]=[CH:9][N:10]=3)[CH:5]=[CH:6][CH:7]=2)[CH:16]=[CH:17][CH:18]=1. The yield is 0.110. (5) The reactants are [OH:1][C@H:2]([CH2:8][CH2:9][CH2:10][CH2:11][CH2:12][CH2:13][CH2:14][CH2:15][CH2:16][CH2:17][CH3:18])[CH2:3][C:4]([O:6][CH3:7])=[O:5].ClC(Cl)(Cl)C(=N)O[CH2:23][C:24]1[CH:29]=[CH:28][CH:27]=[CH:26][CH:25]=1.FC(F)(F)S(O)(=O)=O. The catalyst is C(Cl)Cl. The product is [CH2:23]([O:1][C@H:2]([CH2:8][CH2:9][CH2:10][CH2:11][CH2:12][CH2:13][CH2:14][CH2:15][CH2:16][CH2:17][CH3:18])[CH2:3][C:4]([O:6][CH3:7])=[O:5])[C:24]1[CH:29]=[CH:28][CH:27]=[CH:26][CH:25]=1. The yield is 0.320. (6) The reactants are [N:1]([CH2:4][C:5]1[CH:9]=[C:8]([C:10]2[O:11][CH:12]=[CH:13][CH:14]=2)[O:7][N:6]=1)=[N+]=[N-]. The catalyst is CO.[Pd]. The product is [O:11]1[CH:12]=[CH:13][CH:14]=[C:10]1[C:8]1[O:7][N:6]=[C:5]([CH2:4][NH2:1])[CH:9]=1. The yield is 0.590. (7) The reactants are [C:1]([C:3]1[CH:8]=[CH:7][C:6]([NH:9][C:10]([NH2:12])=[NH:11])=[CH:5][CH:4]=1)#[N:2].C([O-])(=O)C.[Na+].C([O:20][C:21](=O)[C:22](=COCC)[C:23](OCC)=O)C.O. The catalyst is CN1CCCC1=O. The product is [O:20]=[C:21]1[CH:22]=[CH:23][NH:12][C:10]([NH:9][C:6]2[CH:5]=[CH:4][C:3]([C:1]#[N:2])=[CH:8][CH:7]=2)=[N:11]1. The yield is 0.759.